Dataset: Full USPTO retrosynthesis dataset with 1.9M reactions from patents (1976-2016). Task: Predict the reactants needed to synthesize the given product. (1) Given the product [Br:1][C:2]([F:26])([F:25])[C:3]([F:24])([F:23])[O:4][C:5]1[CH:10]=[CH:9][C:8]([O:11][C:12]([F:18])([F:17])[C:13]([F:16])([F:15])[Br:14])=[CH:7][C:6]=1[S:19]([Cl:37])(=[O:21])=[O:20], predict the reactants needed to synthesize it. The reactants are: [Br:1][C:2]([F:26])([F:25])[C:3]([F:24])([F:23])[O:4][C:5]1[CH:10]=[CH:9][C:8]([O:11][C:12]([F:18])([F:17])[C:13]([F:16])([F:15])[Br:14])=[CH:7][C:6]=1[S:19](O)(=[O:21])=[O:20].[K].S1(CCCC1)(=O)=O.P(Cl)(Cl)([Cl:37])=O. (2) Given the product [NH:21]1[CH:25]=[CH:24][CH:23]=[C:22]1/[CH:26]=[C:10]1\[C:9](=[O:11])[N:8]([CH2:12][C:13]2[CH:18]=[N:17][C:16]([CH3:19])=[CH:15][N:14]=2)[C:6]2[N:7]=[C:2]([NH2:1])[N:3]=[C:4]([Cl:20])[C:5]\1=2, predict the reactants needed to synthesize it. The reactants are: [NH2:1][C:2]1[N:3]=[C:4]([Cl:20])[C:5]2[CH2:10][C:9](=[O:11])[N:8]([CH2:12][C:13]3[CH:18]=[N:17][C:16]([CH3:19])=[CH:15][N:14]=3)[C:6]=2[N:7]=1.[NH:21]1[CH:25]=[CH:24][CH:23]=[C:22]1[CH:26]=O.N1CCCCC1.CCO. (3) Given the product [Cl:1][C:2]1[CH:3]=[CH:4][C:5]2[N:11]3[CH:12]=[CH:13][CH:14]=[C:10]3[C@@H:9]([CH2:15][CH2:16][C:17]([NH:35][CH2:34][CH2:33][C:31]#[N:32])=[O:19])[O:8][C@H:7]([C:20]3[CH:25]=[CH:24][CH:23]=[C:22]([O:26][CH3:27])[C:21]=3[O:28][CH3:29])[C:6]=2[CH:30]=1, predict the reactants needed to synthesize it. The reactants are: [Cl:1][C:2]1[CH:3]=[CH:4][C:5]2[N:11]3[CH:12]=[CH:13][CH:14]=[C:10]3[C@@H:9]([CH2:15][CH2:16][C:17]([OH:19])=O)[O:8][C@H:7]([C:20]3[CH:25]=[CH:24][CH:23]=[C:22]([O:26][CH3:27])[C:21]=3[O:28][CH3:29])[C:6]=2[CH:30]=1.[C:31]([CH2:33][CH2:34][NH2:35])#[N:32].Cl.C(N=C=NCCCN(C)C)C.ON1C2C=CC=CC=2N=N1. (4) Given the product [Br:16][C:17]1[C:18]([CH3:24])=[C:19]([NH:20][CH2:2][C:3]2[C:4]3[CH:15]=[CH:14][CH:13]=[CH:12][C:5]=3[S:6][C:7]=2[C:8]([OH:10])=[O:9])[CH:21]=[CH:22][CH:23]=1, predict the reactants needed to synthesize it. The reactants are: Br[CH2:2][C:3]1[C:4]2[CH:15]=[CH:14][CH:13]=[CH:12][C:5]=2[S:6][C:7]=1[C:8]([O:10]C)=[O:9].[Br:16][C:17]1[C:18]([CH3:24])=[C:19]([CH:21]=[CH:22][CH:23]=1)[NH2:20].C(=O)([O-])[O-].[Cs+].[Cs+].O.[OH-].[Li+]. (5) Given the product [CH3:19][C:20]1[N:24]([C:6]([C:3]2[CH:4]=[CH:5][S:1][CH:2]=2)=[N:7][OH:8])[N:23]=[N:22][N:21]=1.[CH3:19][C:20]1[N:21]=[N:22][N:23]([C:6]([C:3]2[CH:4]=[CH:5][S:1][CH:2]=2)=[N:7][OH:8])[N:24]=1, predict the reactants needed to synthesize it. The reactants are: [S:1]1[CH:5]=[CH:4][C:3]([CH:6]=[N:7][OH:8])=[CH:2]1.ClN1C(=O)CCC1=O.[NH4+].[Cl-].[CH3:19][C:20]1[NH:24][N:23]=[N:22][N:21]=1.C(N(CC)CC)C. (6) Given the product [F:22][C:20]1[CH:21]=[C:16]([CH:17]=[C:18]([F:32])[C:19]=1[N:23]1[CH:27]=[C:26]([C:28]([F:29])([F:31])[F:30])[CH:25]=[N:24]1)[O:15][CH:11]([C:8]1[CH:7]=[CH:6][C:5]([C:4]([NH:43][CH2:41][CH2:36][C:34]([OH:40])=[O:35])=[O:33])=[CH:10][CH:9]=1)[CH2:12][CH2:13][CH3:14], predict the reactants needed to synthesize it. The reactants are: C(O[C:4](=[O:33])[C:5]1[CH:10]=[CH:9][C:8]([CH:11]([O:15][C:16]2[CH:21]=[C:20]([F:22])[C:19]([N:23]3[CH:27]=[C:26]([C:28]([F:31])([F:30])[F:29])[CH:25]=[N:24]3)=[C:18]([F:32])[CH:17]=2)[CH2:12][CH2:13][CH3:14])=[CH:7][CH:6]=1)C.[C:34]([OH:40])([C:36](F)(F)F)=[O:35].[C:41](#[N:43])C.